This data is from HIV replication inhibition screening data with 41,000+ compounds from the AIDS Antiviral Screen. The task is: Binary Classification. Given a drug SMILES string, predict its activity (active/inactive) in a high-throughput screening assay against a specified biological target. (1) The compound is CC(=O)C(SSC(C(C)=O)C(C)=O)C(C)=O. The result is 0 (inactive). (2) The molecule is O=C1C(=Cc2ccc(F)cc2)CCCC1=Cc1ccc(F)cc1. The result is 0 (inactive).